This data is from Peptide-MHC class I binding affinity with 185,985 pairs from IEDB/IMGT. The task is: Regression. Given a peptide amino acid sequence and an MHC pseudo amino acid sequence, predict their binding affinity value. This is MHC class I binding data. (1) The peptide sequence is YVNHTGFNV. The MHC is HLA-A30:01 with pseudo-sequence HLA-A30:01. The binding affinity (normalized) is 0.341. (2) The peptide sequence is YLDNVGVHI. The MHC is HLA-A30:02 with pseudo-sequence HLA-A30:02. The binding affinity (normalized) is 0.213. (3) The binding affinity (normalized) is 0.0847. The peptide sequence is ALYSYASAK. The MHC is HLA-A26:01 with pseudo-sequence HLA-A26:01. (4) The peptide sequence is AEYLYADGI. The MHC is HLA-C04:01 with pseudo-sequence HLA-C04:01. The binding affinity (normalized) is 0.213. (5) The peptide sequence is AVCINNTFL. The MHC is H-2-Kb with pseudo-sequence H-2-Kb. The binding affinity (normalized) is 0.353. (6) The peptide sequence is YPGDFDSVI. The MHC is Patr-B0101 with pseudo-sequence Patr-B0101. The binding affinity (normalized) is 0.335.